From a dataset of TCR-epitope binding with 47,182 pairs between 192 epitopes and 23,139 TCRs. Binary Classification. Given a T-cell receptor sequence (or CDR3 region) and an epitope sequence, predict whether binding occurs between them. (1) The epitope is KAYNVTQAF. The TCR CDR3 sequence is CASSYSGLAADTQYF. Result: 1 (the TCR binds to the epitope). (2) The epitope is AIMTRCLAV. The TCR CDR3 sequence is CASSGRDRGYAQSSYEQYF. Result: 0 (the TCR does not bind to the epitope).